This data is from Peptide-MHC class I binding affinity with 185,985 pairs from IEDB/IMGT. The task is: Regression. Given a peptide amino acid sequence and an MHC pseudo amino acid sequence, predict their binding affinity value. This is MHC class I binding data. (1) The peptide sequence is VLFLHLYL. The MHC is H-2-Db with pseudo-sequence H-2-Db. The binding affinity (normalized) is 0.0204. (2) The peptide sequence is DRTDLEHDRVV. The MHC is Mamu-B08 with pseudo-sequence Mamu-B08. The binding affinity (normalized) is 0.0652. (3) The peptide sequence is QRASNVFDL. The MHC is HLA-A11:01 with pseudo-sequence HLA-A11:01. The binding affinity (normalized) is 0.213. (4) The peptide sequence is YATVAGHEG. The MHC is HLA-A31:01 with pseudo-sequence HLA-A31:01. The binding affinity (normalized) is 0.0847. (5) The peptide sequence is SDFLISEML. The MHC is HLA-B44:03 with pseudo-sequence HLA-B44:03. The binding affinity (normalized) is 0. (6) The peptide sequence is VGNVYVAF. The MHC is Mamu-B52 with pseudo-sequence Mamu-B52. The binding affinity (normalized) is 1.00. (7) The peptide sequence is GPAFVRTKL. The MHC is HLA-A31:01 with pseudo-sequence HLA-A31:01. The binding affinity (normalized) is 0.0847. (8) The peptide sequence is QQLRVESSSK. The MHC is HLA-A68:01 with pseudo-sequence HLA-A68:01. The binding affinity (normalized) is 0.300. (9) The peptide sequence is QQLRVESSSK. The MHC is HLA-A33:01 with pseudo-sequence HLA-A33:01. The binding affinity (normalized) is 0.340.